The task is: Predict the product of the given reaction.. This data is from Forward reaction prediction with 1.9M reactions from USPTO patents (1976-2016). (1) The product is: [C:28]([O:27][C:25](=[O:26])[NH:13][C@@H:14]([C:22](=[O:24])[NH:46][CH2:45][CH:42]1[CH2:41][CH2:40][N:39]([CH2:38][CH:35]2[CH2:34][CH2:33][O:32][CH2:37][CH2:36]2)[CH2:44][CH2:43]1)[CH2:15][C:16]1[CH:17]=[CH:18][CH:19]=[CH:20][CH:21]=1)([CH3:31])([CH3:30])[CH3:29]. Given the reactants C(N1C=CN=C1)(N1C=CN=C1)=O.[NH:13]([C:25]([O:27][C:28]([CH3:31])([CH3:30])[CH3:29])=[O:26])[C@@H:14]([C:22]([OH:24])=O)[CH2:15][C:16]1[CH:21]=[CH:20][CH:19]=[CH:18][CH:17]=1.[O:32]1[CH2:37][CH2:36][CH:35]([CH2:38][N:39]2[CH2:44][CH2:43][CH:42]([CH2:45][NH2:46])[CH2:41][CH2:40]2)[CH2:34][CH2:33]1.[OH-].[Na+], predict the reaction product. (2) Given the reactants Cl[C:2]1[CH:7]=[CH:6][N:5]2[N:8]=[C:9]([C:22]3[CH:27]=[CH:26][C:25]([F:28])=[CH:24][CH:23]=3)[C:10]([C:11]([N:13]([CH3:21])[C:14](=[O:20])[O:15][C:16]([CH3:19])([CH3:18])[CH3:17])=[O:12])=[C:4]2[C:3]=1[F:29].[CH3:30][C:31]1[CH:39]=[CH:38][C:34]([C:35]([OH:37])=[O:36])=[CH:33][C:32]=1B1OC(C)(C)C(C)(C)O1.C(=O)([O-])[O-].[Na+].[Na+].O1CCOCC1, predict the reaction product. The product is: [C:16]([O:15][C:14]([N:13]([CH3:21])[C:11]([C:10]1[C:9]([C:22]2[CH:27]=[CH:26][C:25]([F:28])=[CH:24][CH:23]=2)=[N:8][N:5]2[CH:6]=[CH:7][C:2]([C:32]3[CH:33]=[C:34]([CH:38]=[CH:39][C:31]=3[CH3:30])[C:35]([OH:37])=[O:36])=[C:3]([F:29])[C:4]=12)=[O:12])=[O:20])([CH3:19])([CH3:18])[CH3:17]. (3) Given the reactants [Cl:1][C:2]1[CH:3]=[C:4]([C:7]2[O:11][N:10]=[C:9]([C@@H:12]3[CH2:17][N:16](C(OC(C)(C)C)=O)[C@H:15]([CH3:25])[CH2:14][CH2:13]3)[N:8]=2)[NH:5][CH:6]=1.C(O)(C(F)(F)F)=O, predict the reaction product. The product is: [Cl:1][C:2]1[CH:3]=[C:4]([C:7]2[O:11][N:10]=[C:9]([C@@H:12]3[CH2:17][NH:16][C@H:15]([CH3:25])[CH2:14][CH2:13]3)[N:8]=2)[NH:5][CH:6]=1. (4) Given the reactants [Cl:1][C:2]1[CH:3]=[C:4]([C:12]2[S:16][C:15]([N:17]3[C:25]([CH3:26])=[C:20]4[CH2:21][NH:22][CH2:23][CH2:24][C:19]4=[N:18]3)=[N:14][N:13]=2)[CH:5]=[CH:6][C:7]=1[O:8][CH:9]([CH3:11])[CH3:10].[C:27]([O:31][C:32]([CH3:35])([CH3:34])[CH3:33])(=[O:30])[CH:28]=[CH2:29].N1CCCN2CCCCCC=12, predict the reaction product. The product is: [Cl:1][C:2]1[CH:3]=[C:4]([C:12]2[S:16][C:15]([N:17]3[C:25]([CH3:26])=[C:20]4[CH2:21][N:22]([CH2:29][CH2:28][C:27]([O:31][C:32]([CH3:35])([CH3:34])[CH3:33])=[O:30])[CH2:23][CH2:24][C:19]4=[N:18]3)=[N:14][N:13]=2)[CH:5]=[CH:6][C:7]=1[O:8][CH:9]([CH3:11])[CH3:10]. (5) Given the reactants [CH3:1][O:2][C:3]1[CH:12]=[C:11]2[C:6]([CH:7]=[C:8]([C:14]([NH:16][C:17]3[CH:18]=[C:19]([CH:23]=[CH:24][C:25]=3[CH3:26])[C:20](O)=[O:21])=[O:15])[C:9](=[O:13])[NH:10]2)=[CH:5][C:4]=1[O:27][CH2:28]COC.CN(C=O)C.CN(C(ON1N=NC2C=CC=NC1=2)=[N+](C)C)C.F[P-](F)(F)(F)(F)F.[NH2:61][C@@H:62]([CH2:65][CH:66]([CH3:68])[CH3:67])[CH2:63][OH:64], predict the reaction product. The product is: [OH:64][CH2:63][C@@H:62]([NH:61][C:20]([C:19]1[CH:23]=[CH:24][C:25]([CH3:26])=[C:17]([NH:16][C:14]([C:8]2[C:9](=[O:13])[NH:10][C:11]3[C:6]([CH:7]=2)=[CH:5][C:4]([O:27][CH3:28])=[C:3]([O:2][CH3:1])[CH:12]=3)=[O:15])[CH:18]=1)=[O:21])[CH2:65][CH:66]([CH3:68])[CH3:67]. (6) The product is: [CH3:23][C:14]1[C:15]([CH3:22])=[C:16]([N+:19]([O-:21])=[O:20])[CH:17]=[CH:18][C:13]=1[O:9][CH2:8][C:6]1[CH:5]=[CH:4][N:3]=[C:2]([NH2:1])[CH:7]=1. Given the reactants [NH2:1][C:2]1[CH:7]=[C:6]([CH2:8][OH:9])[CH:5]=[CH:4][N:3]=1.[H-].[Na+].F[C:13]1[CH:18]=[CH:17][C:16]([N+:19]([O-:21])=[O:20])=[C:15]([CH3:22])[C:14]=1[CH3:23], predict the reaction product. (7) Given the reactants F[C:2]1[CH:7]=[CH:6][C:5]([N+:8]([O-:10])=[O:9])=[CH:4][C:3]=1[CH2:11][C:12]([OH:14])=[O:13].[CH2:15]([NH2:17])[CH3:16], predict the reaction product. The product is: [CH2:5]([NH2:8])[CH3:4].[CH2:15]([NH:17][C:2]1[CH:7]=[CH:6][C:5]([N+:8]([O-:10])=[O:9])=[CH:4][C:3]=1[CH2:11][C:12]([OH:14])=[O:13])[CH3:16]. (8) Given the reactants [NH2:1][C:2]1[N:11]=[C:10]([O:12][CH2:13][CH:14]2[CH2:16][CH2:15]2)[C:9]2[C:4](=[CH:5][CH:6]=[C:7](Br)[CH:8]=2)[N:3]=1.[C:18]([NH:21][C:22]1[CH:27]=[CH:26][C:25](B(O)O)=[CH:24][CH:23]=1)(=[O:20])[CH3:19].FC1C=CC(C2C=C3C(=CC=2)N=CN=C3O)=CC=1, predict the reaction product. The product is: [NH2:1][C:2]1[N:11]=[C:10]([O:12][CH2:13][CH:14]2[CH2:16][CH2:15]2)[C:9]2[C:4](=[CH:5][CH:6]=[C:7]([C:25]3[CH:26]=[CH:27][C:22]([NH:21][C:18](=[O:20])[CH3:19])=[CH:23][CH:24]=3)[CH:8]=2)[N:3]=1. (9) The product is: [F:1][C:2]1[CH:33]=[CH:32][CH:31]=[CH:30][C:3]=1[C:4]([NH:6][C:7]1[CH:12]=[CH:11][CH:10]=[CH:9][C:8]=1[CH:13]1[CH2:22][C:21]([CH3:24])([CH3:23])[C:20]2[C:15](=[CH:16][CH:17]=[C:18]([C:25]([OH:27])=[O:26])[CH:19]=2)[NH:14]1)=[O:5]. Given the reactants [F:1][C:2]1[CH:33]=[CH:32][CH:31]=[CH:30][C:3]=1[C:4]([NH:6][C:7]1[CH:12]=[CH:11][CH:10]=[CH:9][C:8]=1[CH:13]1[CH2:22][C:21]([CH3:24])([CH3:23])[C:20]2[C:15](=[CH:16][CH:17]=[C:18]([C:25]([O:27]CC)=[O:26])[CH:19]=2)[NH:14]1)=[O:5].O.[OH-].[Li+].[OH-].[Na+], predict the reaction product. (10) Given the reactants Cl.C(OC([N:9]1[CH2:14][CH2:13][C:12]([N:20]([CH3:22])[CH3:21])([C:15]2[S:16][CH:17]=[CH:18][CH:19]=2)[CH2:11][CH2:10]1)=O)(C)(C)C.O.C([O-])([O-])=O.[Na+].[Na+], predict the reaction product. The product is: [CH3:21][N:20]([CH3:22])[C:12]1([C:15]2[S:16][CH:17]=[CH:18][CH:19]=2)[CH2:13][CH2:14][NH:9][CH2:10][CH2:11]1.